From a dataset of Full USPTO retrosynthesis dataset with 1.9M reactions from patents (1976-2016). Predict the reactants needed to synthesize the given product. (1) Given the product [C:18]([C:13]1[C:14]([CH2:16][O:17][CH2:21][CH3:22])=[CH:15][N:11]([C:8]2[CH:7]=[CH:6][C:5]([C:4]([OH:3])=[O:20])=[CH:10][CH:9]=2)[CH:12]=1)#[N:19], predict the reactants needed to synthesize it. The reactants are: C([O:3][C:4](=[O:20])[C:5]1[CH:10]=[CH:9][C:8]([N:11]2[CH:15]=[C:14]([CH2:16][OH:17])[C:13]([C:18]#[N:19])=[CH:12]2)=[CH:7][CH:6]=1)C.[CH2:21](N(CC)CC)[CH3:22].CS(Cl)(=O)=O. (2) The reactants are: [C:1]([O:5][C:6]([NH:8][CH2:9][CH2:10][N:11]1[C:15]([C:16]([O:18][CH2:19][CH3:20])=[O:17])=[CH:14][C:13]([OH:21])=[N:12]1)=[O:7])([CH3:4])([CH3:3])[CH3:2].[F:22][C:23]1[CH:24]=[C:25]([CH:28]=[CH:29][CH:30]=1)[CH2:26]Br. Given the product [C:1]([O:5][C:6]([NH:8][CH2:9][CH2:10][N:11]1[C:15]([C:16]([O:18][CH2:19][CH3:20])=[O:17])=[CH:14][C:13]([O:21][CH2:26][C:25]2[CH:28]=[CH:29][CH:30]=[C:23]([F:22])[CH:24]=2)=[N:12]1)=[O:7])([CH3:4])([CH3:3])[CH3:2], predict the reactants needed to synthesize it.